From a dataset of Reaction yield outcomes from USPTO patents with 853,638 reactions. Predict the reaction yield, written as a fraction of the theoretical maximum amount of product (1.0 means a 100% yield; for example, 0.34 means a 34% yield). (1) The reactants are [N:1]1([C:5]([C:7]2[CH:8]=[N:9][N:10]([CH3:27])[C:11]=2[C:12]([NH:14][C:15]2[CH:20]=[CH:19][N:18]3[N:21]=[C:22]([C:24]([OH:26])=O)[N:23]=[C:17]3[CH:16]=2)=[O:13])=[O:6])[CH2:4][CH2:3][CH2:2]1.Cl.[CH2:29]([NH2:31])[CH3:30]. No catalyst specified. The product is [CH2:29]([NH:31][C:24]([C:22]1[N:23]=[C:17]2[CH:16]=[C:15]([NH:14][C:12]([C:11]3[N:10]([CH3:27])[N:9]=[CH:8][C:7]=3[C:5]([N:1]3[CH2:4][CH2:3][CH2:2]3)=[O:6])=[O:13])[CH:20]=[CH:19][N:18]2[N:21]=1)=[O:26])[CH3:30]. The yield is 0.363. (2) The reactants are [CH3:1][O:2][C:3]([C:5]1([CH2:11][S:12][C:13](=[O:15])[CH3:14])[CH2:10][CH2:9]O[CH2:7][CH2:6]1)=[O:4].[CH3:16]OC(C1(CI)CCCCC1)=O. No catalyst specified. The product is [CH3:1][O:2][C:3]([C:5]1([CH2:11][S:12][C:13](=[O:15])[CH3:14])[CH2:10][CH2:9][CH2:16][CH2:7][CH2:6]1)=[O:4]. The yield is 0.920. (3) The reactants are C([O:4][CH2:5][C:6]1[C:7]([N:32]2[CH2:44][CH2:43][C:42]3[N:41]4[C:36]([CH2:37][CH2:38][CH2:39][CH2:40]4)=[CH:35][C:34]=3[C:33]2=[O:45])=[N:8][CH:9]=[CH:10][C:11]=1[C:12]1[CH:17]=[C:16]([NH:18][C:19]2[CH:24]=[CH:23][C:22]([CH:25]3[CH2:28][N:27]([CH3:29])[CH2:26]3)=[CH:21][N:20]=2)[C:15](=[O:30])[N:14]([CH3:31])[CH:13]=1)(=O)C.[OH-].[Li+]. The catalyst is C1COCC1.C(O)(C)C.O. The product is [OH:4][CH2:5][C:6]1[C:7]([N:32]2[CH2:44][CH2:43][C:42]3[N:41]4[C:36]([CH2:37][CH2:38][CH2:39][CH2:40]4)=[CH:35][C:34]=3[C:33]2=[O:45])=[N:8][CH:9]=[CH:10][C:11]=1[C:12]1[CH:17]=[C:16]([NH:18][C:19]2[CH:24]=[CH:23][C:22]([CH:25]3[CH2:28][N:27]([CH3:29])[CH2:26]3)=[CH:21][N:20]=2)[C:15](=[O:30])[N:14]([CH3:31])[CH:13]=1. The yield is 0.300. (4) The reactants are C[O:2][C:3]1[CH:32]=[CH:31][C:6]([CH2:7][NH:8][C:9]([C:11]2[CH:12]=[C:13]3[C:18](=[CH:19][CH:20]=2)[N:17]([CH3:21])[C:16](=[O:22])[N:15]([CH2:23][C:24]2[CH:29]=[CH:28][CH:27]=[CH:26][CH:25]=2)[C:14]3=[O:30])=[O:10])=[CH:5][CH:4]=1.B(Br)(Br)Br.C([O-])(O)=O.[Na+]. The catalyst is ClCCl. The product is [OH:2][C:3]1[CH:4]=[CH:5][C:6]([CH2:7][NH:8][C:9]([C:11]2[CH:12]=[C:13]3[C:18](=[CH:19][CH:20]=2)[N:17]([CH3:21])[C:16](=[O:22])[N:15]([CH2:23][C:24]2[CH:25]=[CH:26][CH:27]=[CH:28][CH:29]=2)[C:14]3=[O:30])=[O:10])=[CH:31][CH:32]=1. The yield is 0.740.